From a dataset of Full USPTO retrosynthesis dataset with 1.9M reactions from patents (1976-2016). Predict the reactants needed to synthesize the given product. (1) Given the product [N:18]([C@H:2]1[C@H:7]([NH:8][CH2:9][C:10]2[CH:15]=[CH:14][C:13]([O:16][CH3:17])=[CH:12][CH:11]=2)[CH2:6][CH2:5][O:4][CH2:3]1)=[N+:19]=[N-:20], predict the reactants needed to synthesize it. The reactants are: Br[CH:2]1[CH:7]([NH:8][CH2:9][C:10]2[CH:15]=[CH:14][C:13]([O:16][CH3:17])=[CH:12][CH:11]=2)[CH2:6][CH2:5][O:4][CH2:3]1.[N-:18]=[N+:19]=[N-:20].[Na+]. (2) Given the product [CH3:14][C:13]1([CH3:15])[C:9]([CH3:8])([CH3:38])[O:10][B:11]([C:16]2[CH:17]=[C:18]([C:28]([O:30][CH2:31][C:32]3[CH:33]=[CH:34][CH:35]=[CH:36][CH:37]=3)=[O:29])[NH:19][CH:20]=2)[O:12]1.[ClH:1], predict the reactants needed to synthesize it. The reactants are: [ClH:1].O1CCOCC1.[CH3:8][C:9]1([CH3:38])[C:13]([CH3:15])([CH3:14])[O:12][B:11]([C:16]2[CH:17]=[C:18]([C:28]([O:30][CH2:31][C:32]3[CH:37]=[CH:36][CH:35]=[CH:34][CH:33]=3)=[O:29])[N:19](C(OC(C)(C)C)=O)[CH:20]=2)[O:10]1. (3) Given the product [N:1]1[CH:6]=[CH:5][CH:4]=[CH:3][C:2]=1[CH2:7][N:8]1[C:16]2[C:11](=[CH:12][C:13]([NH:17][C:18]3[C:27]4[C:22](=[CH:23][CH:24]=[CH:25][C:26]=4[O:28][C@@H:29]([CH3:34])[C:30]([NH2:35])=[O:32])[N:21]=[CH:20][N:19]=3)=[CH:14][CH:15]=2)[CH:10]=[N:9]1, predict the reactants needed to synthesize it. The reactants are: [N:1]1[CH:6]=[CH:5][CH:4]=[CH:3][C:2]=1[CH2:7][N:8]1[C:16]2[C:11](=[CH:12][C:13]([NH:17][C:18]3[C:27]4[C:22](=[CH:23][CH:24]=[CH:25][C:26]=4[O:28][C@@H:29]([CH3:34])[C:30]([O:32]C)=O)[N:21]=[CH:20][N:19]=3)=[CH:14][CH:15]=2)[CH:10]=[N:9]1.[NH3:35].